From a dataset of Forward reaction prediction with 1.9M reactions from USPTO patents (1976-2016). Predict the product of the given reaction. (1) Given the reactants Br[C:2]1[CH:3]=[CH:4][C:5]([O:16][CH3:17])=[C:6]([NH:8][C:9](=[O:15])[O:10][C:11]([CH3:14])([CH3:13])[CH3:12])[CH:7]=1.[B:18]1([B:18]2[O:22][C:21]([CH3:24])([CH3:23])[C:20]([CH3:26])([CH3:25])[O:19]2)[O:22][C:21]([CH3:24])([CH3:23])[C:20]([CH3:26])([CH3:25])[O:19]1.ClCCl.C([O-])(=O)C.[K+], predict the reaction product. The product is: [CH3:17][O:16][C:5]1[CH:4]=[CH:3][C:2]([B:18]2[O:22][C:21]([CH3:24])([CH3:23])[C:20]([CH3:26])([CH3:25])[O:19]2)=[CH:7][C:6]=1[NH:8][C:9](=[O:15])[O:10][C:11]([CH3:14])([CH3:13])[CH3:12]. (2) Given the reactants [ClH:1].Cl.CN[C@@H]1CCN(CC(C2CCCCC2O)C2C=CC3C(=CC=CC=3)C=2)C1.[OH:29][C:30]1([CH:36]([C:52]2[CH:61]=[CH:60][C:59]3[C:54](=[CH:55][CH:56]=[CH:57][CH:58]=3)[CH:53]=2)[C:37]([N:39]2[CH2:43][CH2:42][C@@H:41]([NH:44][C:45](=O)OC(C)(C)C)[CH2:40]2)=O)[CH2:35][CH2:34][CH2:33][CH2:32][CH2:31]1, predict the reaction product. The product is: [ClH:1].[ClH:1].[CH3:45][NH:44][C@@H:41]1[CH2:42][CH2:43][N:39]([CH2:37][CH:36]([C:30]2([OH:29])[CH2:31][CH2:32][CH2:33][CH2:34][CH2:35]2)[C:52]2[CH:61]=[CH:60][C:59]3[C:54](=[CH:55][CH:56]=[CH:57][CH:58]=3)[CH:53]=2)[CH2:40]1. (3) The product is: [Br:5][C:6]1[CH:11]=[CH:10][C:9]([N+:12]([O-:14])=[O:13])=[CH:8][C:7]=1[OH:15]. Given the reactants B(Br)(Br)Br.[Br:5][C:6]1[CH:11]=[CH:10][C:9]([N+:12]([O-:14])=[O:13])=[CH:8][C:7]=1[O:15]C, predict the reaction product. (4) Given the reactants C(O[C:6](=[O:30])[NH:7][CH:8]1[CH2:13][CH2:12][N:11]([CH2:14][CH2:15][O:16][C:17]2[CH:18]=[N:19][C:20]3[C:25]([C:26]=2[OH:27])=[N:24][C:23]([O:28][CH3:29])=[CH:22][CH:21]=3)[CH2:10][CH2:9]1)(C)(C)C.[O:31]=[C:32]1[NH:37][C:36]2[CH:38]=[C:39](C(O)=O)[CH:40]=[CH:41][C:35]=2[S:34][CH2:33]1, predict the reaction product. The product is: [OH:27][C:26]1[C:25]2[C:20](=[CH:21][CH:22]=[C:23]([O:28][CH3:29])[N:24]=2)[N:19]=[CH:18][C:17]=1[O:16][CH2:15][CH2:14][N:11]1[CH2:12][CH2:13][CH:8]([NH:7][C:6]([C:39]2[CH:40]=[CH:41][C:35]3[S:34][CH2:33][C:32](=[O:31])[NH:37][C:36]=3[CH:38]=2)=[O:30])[CH2:9][CH2:10]1.